From a dataset of Full USPTO retrosynthesis dataset with 1.9M reactions from patents (1976-2016). Predict the reactants needed to synthesize the given product. (1) The reactants are: [NH2:1][CH:2]([C:6]1[CH:11]=[CH:10][C:9]([Br:12])=[CH:8][CH:7]=1)[C:3]([OH:5])=[O:4].Cl.[CH3:14]O. Given the product [CH3:14][O:4][C:3](=[O:5])[CH:2]([NH2:1])[C:6]1[CH:11]=[CH:10][C:9]([Br:12])=[CH:8][CH:7]=1, predict the reactants needed to synthesize it. (2) The reactants are: Br[CH2:2][C:3]([C:5]1[CH:10]=[CH:9][C:8]([CH2:11][C@H:12]([NH:25][C:26](=[O:32])[O:27][C:28]([CH3:31])([CH3:30])[CH3:29])[CH2:13][N:14]2[C:22](=[O:23])[C:21]3[C:16](=[CH:17][CH:18]=[CH:19][CH:20]=3)[C:15]2=[O:24])=[CH:7][CH:6]=1)=O.[Br:33][C:34]1[C:35]([NH2:40])=[N:36][CH:37]=[CH:38][CH:39]=1.C(=O)(O)[O-].[Na+]. Given the product [Br:33][C:34]1[C:35]2[N:36]([CH:2]=[C:3]([C:5]3[CH:6]=[CH:7][C:8]([CH2:11][C@H:12]([NH:25][C:26](=[O:32])[O:27][C:28]([CH3:30])([CH3:29])[CH3:31])[CH2:13][N:14]4[C:15](=[O:24])[C:16]5[C:21](=[CH:20][CH:19]=[CH:18][CH:17]=5)[C:22]4=[O:23])=[CH:9][CH:10]=3)[N:40]=2)[CH:37]=[CH:38][CH:39]=1, predict the reactants needed to synthesize it.